Dataset: Full USPTO retrosynthesis dataset with 1.9M reactions from patents (1976-2016). Task: Predict the reactants needed to synthesize the given product. (1) Given the product [CH3:1][CH:2]([O:6][C:14]1[N:22]=[C:21]2[C:17]([N:18]=[CH:19][N:20]2[CH:23]2[CH2:28][CH2:27][CH2:26][CH2:25][O:24]2)=[C:16]([NH2:29])[N:15]=1)[CH2:3][CH2:4][CH3:5], predict the reactants needed to synthesize it. The reactants are: [CH3:1][CH:2]([OH:6])[CH2:3][CH2:4][CH3:5].CC(C)([O-])C.[Na+].Cl[C:14]1[N:22]=[C:21]2[C:17]([N:18]=[CH:19][N:20]2[CH:23]2[CH2:28][CH2:27][CH2:26][CH2:25][O:24]2)=[C:16]([NH2:29])[N:15]=1. (2) Given the product [N:25]([CH2:12][CH2:13][C:14]1[O:15][C:16]2[C:22]([Cl:23])=[CH:21][C:20]([Br:24])=[CH:19][C:17]=2[CH:18]=1)=[N+:26]=[N-:27], predict the reactants needed to synthesize it. The reactants are: CC1C=CC(S(O[CH2:12][CH2:13][C:14]2[O:15][C:16]3[C:22]([Cl:23])=[CH:21][C:20]([Br:24])=[CH:19][C:17]=3[CH:18]=2)(=O)=O)=CC=1.[N-:25]=[N+:26]=[N-:27].[Na+].